This data is from Forward reaction prediction with 1.9M reactions from USPTO patents (1976-2016). The task is: Predict the product of the given reaction. (1) Given the reactants [CH2:1]([N:8]1[CH2:13][CH2:12][O:11][CH:10]([CH:14]([OH:18])[CH:15]([CH3:17])[CH3:16])[C:9]1=O)[C:2]1[CH:7]=[CH:6][CH:5]=[CH:4][CH:3]=1, predict the reaction product. The product is: [CH2:1]([N:8]1[CH2:13][CH2:12][O:11][CH:10]([CH:14]([OH:18])[CH:15]([CH3:16])[CH3:17])[CH2:9]1)[C:2]1[CH:3]=[CH:4][CH:5]=[CH:6][CH:7]=1. (2) Given the reactants C(NC(C)C)(C)C.C[Li].[C:10]([O:14][C:15](=[O:24])[CH2:16][C@H:17]([OH:23])[CH2:18][CH2:19][CH2:20][CH2:21][CH3:22])([CH3:13])([CH3:12])[CH3:11].I[CH2:26][CH2:27][CH2:28][CH3:29].[Cl-].[NH4+], predict the reaction product. The product is: [C:10]([O:14][C:15](=[O:24])[C@H:16]([CH2:26][CH2:27][CH2:28][CH3:29])[C@H:17]([OH:23])[CH2:18][CH2:19][CH2:20][CH2:21][CH3:22])([CH3:11])([CH3:13])[CH3:12]. (3) Given the reactants [F:1][C:2]1[CH:7]=[CH:6][C:5]([C@@H:8]2[CH2:13][CH2:12][NH:11][CH2:10][C@H:9]2[CH2:14][OH:15])=[CH:4][CH:3]=1.[C:16](=[O:19])([O-])[O-:17].[Na+].[Na+].ClCCl, predict the reaction product. The product is: [F:1][C:2]1[CH:7]=[CH:6][C:5]([C@@H:8]2[CH2:13][CH2:12][N:11]([C:16]([O:17][C:5]([CH3:8])([CH3:6])[CH3:4])=[O:19])[CH2:10][C@H:9]2[CH2:14][OH:15])=[CH:4][CH:3]=1. (4) Given the reactants [NH:1]1[CH2:11][CH2:10][CH2:9][CH:3]([C:4]([O:6][CH2:7][CH3:8])=[O:5])[CH2:2]1.[CH2:12]([O:19][C:20]1[CH:21]=[C:22](OB(O)O)[CH:23]=[CH:24][CH:25]=1)[C:13]1[CH:18]=[CH:17][CH:16]=[CH:15][CH:14]=1, predict the reaction product. The product is: [CH2:12]([O:19][C:20]1[CH:25]=[C:24]([N:1]2[CH2:11][CH2:10][CH2:9][CH:3]([C:4]([O:6][CH2:7][CH3:8])=[O:5])[CH2:2]2)[CH:23]=[CH:22][CH:21]=1)[C:13]1[CH:18]=[CH:17][CH:16]=[CH:15][CH:14]=1. (5) Given the reactants [Cl:1][C:2]1[CH:55]=[CH:54][C:5]([O:6][CH2:7][C:8]2[N:12]([CH2:13][CH2:14][CH2:15][CH2:16][CH2:17][CH:18]3[CH2:23][CH2:22][N:21](C(OC(C)(C)C)=O)[CH2:20][CH2:19]3)[C:11]3[CH:31]=[CH:32][CH:33]=[C:34]([O:35][CH2:36][CH2:37][CH2:38][CH2:39][CH2:40][CH:41]4[CH2:46][CH2:45][N:44](C(OC(C)(C)C)=O)[CH2:43][CH2:42]4)[C:10]=3[N:9]=2)=[CH:4][CH:3]=1.FC(F)(F)C(O)=O, predict the reaction product. The product is: [Cl:1][C:2]1[CH:3]=[CH:4][C:5]([O:6][CH2:7][C:8]2[N:12]([CH2:13][CH2:14][CH2:15][CH2:16][CH2:17][CH:18]3[CH2:23][CH2:22][NH:21][CH2:20][CH2:19]3)[C:11]3[CH:31]=[CH:32][CH:33]=[C:34]([O:35][CH2:36][CH2:37][CH2:38][CH2:39][CH2:40][CH:41]4[CH2:46][CH2:45][NH:44][CH2:43][CH2:42]4)[C:10]=3[N:9]=2)=[CH:54][CH:55]=1. (6) The product is: [F:14][CH:13]([F:15])[C:11]1[CH:10]=[C:9]([C:16]2[CH:17]=[N:18][C:19]([C:22]([F:25])([F:24])[F:23])=[CH:20][CH:21]=2)[N:8]=[C:7]([N:5]2[CH:6]=[C:2]([C:30]3[CH:31]=[CH:32][C:27]([NH2:26])=[N:28][CH:29]=3)[N:3]=[CH:4]2)[N:12]=1. Given the reactants I[C:2]1[N:3]=[CH:4][N:5]([C:7]2[N:12]=[C:11]([CH:13]([F:15])[F:14])[CH:10]=[C:9]([C:16]3[CH:17]=[N:18][C:19]([C:22]([F:25])([F:24])[F:23])=[CH:20][CH:21]=3)[N:8]=2)[CH:6]=1.[NH2:26][C:27]1[CH:32]=[CH:31][C:30](B2OC(C)(C)C(C)(C)O2)=[CH:29][N:28]=1, predict the reaction product. (7) Given the reactants CC(C)([O-])C.[K+].[CH3:7][C:8]([CH2:19][CH2:20][CH:21]=[C:22]([CH3:24])[CH3:23])=[CH:9][CH2:10]P(OCC)(=O)OCC.[CH3:25][CH:26]([CH:29]([O:32][CH3:33])[O:30][CH3:31])[CH:27]=O.O, predict the reaction product. The product is: [CH3:25][CH:26]([CH:27]=[CH:10][CH:9]=[C:8]([CH3:7])[CH2:19][CH2:20][CH:21]=[C:22]([CH3:24])[CH3:23])[CH:29]([O:32][CH3:33])[O:30][CH3:31]. (8) The product is: [CH3:27][C:28]1([CH2:32][CH2:33][CH2:34][CH2:35][CH2:36][CH2:37][CH2:38][CH2:13][C:12]([OH:15])=[O:14])[CH2:29][O:30][CH2:31]1. Given the reactants CC1(C)N([O])C(C)(C)CCC1.[C:12]([OH:15])(=[O:14])[CH3:13].[C:12]([OH:15])(=[O:14])[CH3:13].IC1C=CC=CC=1.[CH3:27][C:28]1([CH2:32][CH2:33][CH2:34][CH2:35][CH2:36][CH2:37][CH2:38]CCO)[CH2:31][O:30][CH2:29]1.C(O)(=O)CC(CC(O)=O)(C(O)=O)O, predict the reaction product. (9) Given the reactants [C:1]([O:5][C:6]([N:8]1[CH2:13][CH2:12][CH:11]([CH2:14][C:15]([OH:17])=O)[CH2:10][CH2:9]1)=[O:7])([CH3:4])([CH3:3])[CH3:2].[NH2:18][C:19]1[CH:24]=[CH:23][C:22]([Br:25])=[CH:21][C:20]=1[OH:26].C(Cl)CCl, predict the reaction product. The product is: [Br:25][C:22]1[CH:23]=[CH:24][C:19]([NH:18][C:15](=[O:17])[CH2:14][CH:11]2[CH2:10][CH2:9][N:8]([C:6]([O:5][C:1]([CH3:2])([CH3:3])[CH3:4])=[O:7])[CH2:13][CH2:12]2)=[C:20]([OH:26])[CH:21]=1.